From a dataset of Full USPTO retrosynthesis dataset with 1.9M reactions from patents (1976-2016). Predict the reactants needed to synthesize the given product. (1) Given the product [CH2:31]([O:30][CH:29]([O:33][CH2:34][CH3:35])[C@@H:28]([N:16]([CH2:17][C:18]1[C:27]2[C:22](=[CH:23][CH:24]=[CH:25][CH:26]=2)[CH:21]=[CH:20][CH:19]=1)[C:14](=[O:15])[C@@H:13]([NH:12][C:8](=[O:10])[CH2:7][O:6][NH:5][C:4]([NH:3][CH2:1][CH3:2])=[O:11])[CH2:37][C:38](=[O:39])[NH:40][C:41]([C:42]1[CH:43]=[CH:44][CH:45]=[CH:46][CH:47]=1)([C:48]1[CH:53]=[CH:52][CH:51]=[CH:50][CH:49]=1)[C:54]1[CH:55]=[CH:56][CH:57]=[CH:58][CH:59]=1)[CH3:36])[CH3:32], predict the reactants needed to synthesize it. The reactants are: [CH2:1]([NH:3][C:4](=[O:11])[NH:5][O:6][CH2:7][C:8]([OH:10])=O)[CH3:2].[NH2:12][C@@H:13]([CH2:37][C:38]([NH:40][C:41]([C:54]1[CH:59]=[CH:58][CH:57]=[CH:56][CH:55]=1)([C:48]1[CH:53]=[CH:52][CH:51]=[CH:50][CH:49]=1)[C:42]1[CH:47]=[CH:46][CH:45]=[CH:44][CH:43]=1)=[O:39])[C:14]([N:16]([C@@H:28]([CH3:36])[CH:29]([O:33][CH2:34][CH3:35])[O:30][CH2:31][CH3:32])[CH2:17][C:18]1[C:27]2[C:22](=[CH:23][CH:24]=[CH:25][CH:26]=2)[CH:21]=[CH:20][CH:19]=1)=[O:15]. (2) Given the product [C:38]([O:37][C:36]([N:35]([CH2:43][C@@H:44]1[C@@H:48]([C:49]2[CH:50]=[CH:51][CH:52]=[CH:53][CH:54]=2)[CH2:47][N:46]([C:60]([NH:57][C:13]2[CH:14]=[N:15][CH:16]=[C:17]([CH:22]=2)[C:18]([O:20][CH3:21])=[O:19])=[O:64])[CH2:45]1)[C@@H:33]([C:23]1[C:32]2[C:27](=[CH:28][CH:29]=[CH:30][CH:31]=2)[CH:26]=[CH:25][CH:24]=1)[CH3:34])=[O:42])([CH3:40])([CH3:41])[CH3:39], predict the reactants needed to synthesize it. The reactants are: C1(C)C=CC=CC=1.N(C([C:13]1[CH:14]=[N:15][CH:16]=[C:17]([CH:22]=1)[C:18]([O:20][CH3:21])=[O:19])=O)=[N+]=[N-].[C:23]1([C@H:33]([N:35]([CH2:43][C@@H:44]2[C@@H:48]([C:49]3[CH:54]=[CH:53][CH:52]=[CH:51][CH:50]=3)[CH2:47][NH:46][CH2:45]2)[C:36](=[O:42])[O:37][C:38]([CH3:41])([CH3:40])[CH3:39])[CH3:34])[C:32]2[C:27](=[CH:28][CH:29]=[CH:30][CH:31]=2)[CH:26]=[CH:25][CH:24]=1.C([N:57]([CH2:60]C)CC)C.C(OCC)(=[O:64])C. (3) Given the product [CH3:27][C:28]1[CH:32]=[C:31]([NH:33][C:5]2[N:6]=[C:7]([S:14][C:15]3[CH:20]=[CH:19][C:18]([NH:21][C:22]([CH:24]4[CH2:26][CH2:25]4)=[O:23])=[CH:17][CH:16]=3)[C:8]3[CH2:13][O:12][CH2:11][C:9]=3[N:10]=2)[NH:30][N:29]=1, predict the reactants needed to synthesize it. The reactants are: CS([C:5]1[N:6]=[C:7]([S:14][C:15]2[CH:20]=[CH:19][C:18]([NH:21][C:22]([CH:24]3[CH2:26][CH2:25]3)=[O:23])=[CH:17][CH:16]=2)[C:8]2[CH2:13][O:12][CH2:11][C:9]=2[N:10]=1)(=O)=O.[CH3:27][C:28]1[CH:32]=[C:31]([NH2:33])[NH:30][N:29]=1. (4) Given the product [Br:1][C:2]1[CH:11]=[CH:10][CH:9]=[C:8]2[C:3]=1[CH2:4][CH2:5][O:6][CH:7]2[C:12]([OH:14])=[O:13], predict the reactants needed to synthesize it. The reactants are: [Br:1][C:2]1[CH:11]=[CH:10][CH:9]=[C:8]2[C:3]=1[CH2:4][CH2:5][O:6][CH:7]2[C:12]([O:14]C)=[O:13].O[Li].O. (5) The reactants are: [S:1](=[O:5])(=O)([OH:3])[OH:2].[CH3:6][N:7]1[C:16]2[C:11](=[CH:12][CH:13]=[CH:14][CH:15]=2)[CH2:10][CH2:9][CH2:8]1. Given the product [CH3:6][N:7]1[C:16]2[C:11](=[CH:12][C:13]([S:1]([OH:3])(=[O:5])=[O:2])=[CH:14][CH:15]=2)[CH2:10][CH2:9][CH2:8]1, predict the reactants needed to synthesize it. (6) The reactants are: Cl.[C:2]([C:4]1[CH:5]=[C:6]([CH:27]=[CH:28][CH:29]=1)[C:7]([NH:9][C:10]1[C:11]([CH3:26])=[C:12]2[C:18]([CH:19]3[CH2:24][CH2:23][NH:22][CH2:21][CH2:20]3)=[CH:17][N:16]([CH3:25])[C:13]2=[N:14][CH:15]=1)=[O:8])#[N:3].CCN(C(C)C)C(C)C.CN(C(ON1N=NC2C=CC=NC1=2)=[N+](C)C)C.F[P-](F)(F)(F)(F)F.[CH:63]1([C@@H:68]([CH3:72])[C:69](O)=[O:70])[CH2:67][CH2:66][CH2:65][CH2:64]1. Given the product [C:2]([C:4]1[CH:5]=[C:6]([CH:27]=[CH:28][CH:29]=1)[C:7]([NH:9][C:10]1[C:11]([CH3:26])=[C:12]2[C:18]([CH:19]3[CH2:20][CH2:21][N:22]([C:69](=[O:70])[C@@H:68]([CH:63]4[CH2:67][CH2:66][CH2:65][CH2:64]4)[CH3:72])[CH2:23][CH2:24]3)=[CH:17][N:16]([CH3:25])[C:13]2=[N:14][CH:15]=1)=[O:8])#[N:3], predict the reactants needed to synthesize it.